Dataset: Full USPTO retrosynthesis dataset with 1.9M reactions from patents (1976-2016). Task: Predict the reactants needed to synthesize the given product. (1) Given the product [CH3:15][C:16]1[CH:21]=[C:20]([CH3:22])[CH:19]=[CH:18][C:17]=1[C:2]1[CH:11]=[CH:10][CH:9]=[C:8]([N+:12]([O-:14])=[O:13])[C:3]=1[C:4]([O:6][CH3:7])=[O:5], predict the reactants needed to synthesize it. The reactants are: Cl[C:2]1[CH:11]=[CH:10][CH:9]=[C:8]([N+:12]([O-:14])=[O:13])[C:3]=1[C:4]([O:6][CH3:7])=[O:5].[CH3:15][C:16]1[CH:21]=[C:20]([CH3:22])[CH:19]=[CH:18][C:17]=1B(O)O.[F-].[Cs+]. (2) Given the product [C:1]([CH2:3][CH2:4][N:5]([C:10](=[O:35])[C:11]1[CH:16]=[CH:15][CH:14]=[C:13]([CH2:17][O:18][C:19]2[CH:24]=[CH:23][C:22]([C:25]3[CH:30]=[C:29]([F:31])[C:28]([F:32])=[CH:27][C:26]=3[S:33][CH3:34])=[CH:21][CH:20]=2)[CH:12]=1)[CH2:6][C:7]([O:9][CH2:36][CH3:37])=[O:8])#[N:2], predict the reactants needed to synthesize it. The reactants are: [C:1]([CH2:3][CH2:4][N:5]([C:10](=[O:35])[C:11]1[CH:16]=[CH:15][CH:14]=[C:13]([CH2:17][O:18][C:19]2[CH:24]=[CH:23][C:22]([C:25]3[CH:30]=[C:29]([F:31])[C:28]([F:32])=[CH:27][C:26]=3[S:33][CH3:34])=[CH:21][CH:20]=2)[CH:12]=1)[CH2:6][C:7]([OH:9])=[O:8])#[N:2].[CH3:36][CH2:37]N=C=NCCCN(C)C.Cl.C1C=C2N=NN(O)C2=CC=1.O.C(N(CC)CC)C. (3) Given the product [CH2:27]([O:26][C:24](=[O:25])[C:23]1[CH:34]=[CH:35][C:20]([O:1][CH2:2][CH2:3][CH2:4][O:5][C:6]2[CH:11]=[CH:10][C:9]([CH2:12][CH:13]([C:14]([OH:16])=[O:15])[O:17][CH3:18])=[CH:8][CH:7]=2)=[CH:21][CH:22]=1)[C:28]1[CH:29]=[CH:30][CH:31]=[CH:32][CH:33]=1, predict the reactants needed to synthesize it. The reactants are: [OH:1][CH2:2][CH2:3][CH2:4][O:5][C:6]1[CH:11]=[CH:10][C:9]([CH2:12][C@H:13]([O:17][CH3:18])[C:14]([OH:16])=[O:15])=[CH:8][CH:7]=1.O[C:20]1[CH:35]=[CH:34][C:23]([C:24]([O:26][CH2:27][C:28]2[CH:33]=[CH:32][CH:31]=[CH:30][CH:29]=2)=[O:25])=[CH:22][CH:21]=1. (4) Given the product [CH3:3][C:2]([CH3:13])([O:4][C:5]([N:7]1[CH2:8][CH2:9][N:10]([C:20](=[O:21])[C:17]2[CH:18]=[CH:19][N:14]=[CH:15][CH:16]=2)[CH2:11][CH2:12]1)=[O:6])[CH3:1], predict the reactants needed to synthesize it. The reactants are: [CH3:1][C:2]([CH3:13])([O:4][C:5]([N:7]1[CH2:12][CH2:11][NH:10][CH2:9][CH2:8]1)=[O:6])[CH3:3].[N:14]1[CH:19]=[CH:18][C:17]([C:20](O)=[O:21])=[CH:16][CH:15]=1.N. (5) Given the product [C:20]([NH:2][C:3]1[CH:7]=[CH:6][NH:5][C:4]=1[C:8]([O:10][CH2:11][CH3:12])=[O:9])(=[O:22])[CH3:21], predict the reactants needed to synthesize it. The reactants are: Cl.[NH2:2][C:3]1[CH:7]=[CH:6][NH:5][C:4]=1[C:8]([O:10][CH2:11][CH3:12])=[O:9].C(N(CC)CC)C.[C:20](Cl)(=[O:22])[CH3:21]. (6) Given the product [CH3:35][O:36][C:37]([C:39]1[CH:44]=[C:43]([C:2]2[CH:3]=[CH:4][C:5](/[CH:8]=[CH:9]/[C:10]3[N:11]([CH2:23][C:24]4[CH:25]=[CH:26][C:27]([O:30][C:31]([F:33])([F:34])[F:32])=[CH:28][CH:29]=4)[CH:12]=[C:13]([C:15]4[CH:20]=[CH:19][C:18]([Cl:21])=[CH:17][C:16]=4[Cl:22])[N:14]=3)=[CH:6][CH:7]=2)[CH:42]=[CH:41][CH:40]=1)=[O:38], predict the reactants needed to synthesize it. The reactants are: Br[C:2]1[CH:7]=[CH:6][C:5](/[CH:8]=[CH:9]/[C:10]2[N:11]([CH2:23][C:24]3[CH:29]=[CH:28][C:27]([O:30][C:31]([F:34])([F:33])[F:32])=[CH:26][CH:25]=3)[CH:12]=[C:13]([C:15]3[CH:20]=[CH:19][C:18]([Cl:21])=[CH:17][C:16]=3[Cl:22])[N:14]=2)=[CH:4][CH:3]=1.[CH3:35][O:36][C:37]([C:39]1[CH:40]=[C:41](B(O)O)[CH:42]=[CH:43][CH:44]=1)=[O:38]. (7) Given the product [NH2:39][C:26]1[N:25]=[C:24]([CH3:23])[C:29]([C:2]2[CH:3]=[CH:4][C:5]([Cl:22])=[C:6]([S:8]([NH:11][C:12]3[CH:17]=[CH:16][C:15]([C:18]([F:21])([F:20])[F:19])=[CH:14][N:13]=3)(=[O:10])=[O:9])[CH:7]=2)=[CH:28][N:27]=1, predict the reactants needed to synthesize it. The reactants are: Br[C:2]1[CH:3]=[CH:4][C:5]([Cl:22])=[C:6]([S:8]([NH:11][C:12]2[CH:17]=[CH:16][C:15]([C:18]([F:21])([F:20])[F:19])=[CH:14][N:13]=2)(=[O:10])=[O:9])[CH:7]=1.[CH3:23][C:24]1[C:29](B2OC(C)(C)C(C)(C)O2)=[CH:28][N:27]=[C:26]([NH2:39])[N:25]=1.C([O-])([O-])=O.[Na+].[Na+].C(Cl)Cl.